From a dataset of Catalyst prediction with 721,799 reactions and 888 catalyst types from USPTO. Predict which catalyst facilitates the given reaction. (1) Reactant: [CH3:1][C:2]1[N:7]=[C:6]([NH2:8])[CH:5]=[CH:4][CH:3]=1.[CH:9]1[C:18]2[C:13](=[CH:14][CH:15]=[CH:16][CH:17]=2)[CH:12]=[CH:11][C:10]=1[S:19](Cl)(=[O:21])=[O:20]. Product: [CH3:1][C:2]1[N:7]=[C:6]([NH:8][S:19]([C:10]2[CH:11]=[CH:12][C:13]3[C:18](=[CH:17][CH:16]=[CH:15][CH:14]=3)[CH:9]=2)(=[O:21])=[O:20])[CH:5]=[CH:4][CH:3]=1. The catalyst class is: 17. (2) Reactant: [Br:1][C:2]1[CH:3]=[CH:4][C:5]([C:8]([CH3:14])([CH3:13])[C:9]([O:11]C)=[O:10])=[N:6][CH:7]=1.B(Br)(Br)Br. Product: [Br:1][C:2]1[CH:3]=[CH:4][C:5]([C:8]([CH3:14])([CH3:13])[C:9]([OH:11])=[O:10])=[N:6][CH:7]=1. The catalyst class is: 2. (3) Reactant: [CH3:1][O:2][C:3]1[CH:19]=[CH:18][C:6]([CH2:7][N:8]2[C:12](=[O:13])[CH2:11][CH:10]([C:14]([O:16]C)=O)[CH2:9]2)=[CH:5][CH:4]=1.Cl.[CH3:21][NH:22][O:23][CH3:24].C1COCC1.C([Mg]Cl)(C)C. Product: [CH3:24][O:23][N:22]([CH3:21])[C:14]([CH:10]1[CH2:11][C:12](=[O:13])[N:8]([CH2:7][C:6]2[CH:5]=[CH:4][C:3]([O:2][CH3:1])=[CH:19][CH:18]=2)[CH2:9]1)=[O:16]. The catalyst class is: 28. (4) Reactant: [C:1]([O:5][C:6]([N:8]([C:22]([O:24][C:25]([CH3:28])([CH3:27])[CH3:26])=[O:23])[C@H:9]([C:14]([O:16][CH:17]1[CH2:21][CH2:20][CH2:19][CH2:18]1)=[O:15])[CH2:10][CH2:11][CH2:12][OH:13])=[O:7])([CH3:4])([CH3:3])[CH3:2].C1CCN2C(=NCCC2)CC1.[CH3:40][C:41]([Si:44](Cl)([CH3:46])[CH3:45])([CH3:43])[CH3:42]. Product: [C:1]([O:5][C:6]([N:8]([C:22]([O:24][C:25]([CH3:28])([CH3:27])[CH3:26])=[O:23])[C@H:9]([C:14]([O:16][CH:17]1[CH2:18][CH2:19][CH2:20][CH2:21]1)=[O:15])[CH2:10][CH2:11][CH2:12][O:13][Si:44]([C:41]([CH3:43])([CH3:42])[CH3:40])([CH3:46])[CH3:45])=[O:7])([CH3:4])([CH3:3])[CH3:2]. The catalyst class is: 10. (5) Reactant: [CH3:1][N:2]1[CH2:7][CH2:6][NH:5][CH2:4][CH2:3]1.F[C:9]1[CH:14]=[CH:13][C:12]([N+:15]([O-:17])=[O:16])=[CH:11][CH:10]=1.C([O-])([O-])=O.[K+].[K+]. Product: [CH3:1][N:2]1[CH2:7][CH2:6][N:5]([C:9]2[CH:14]=[CH:13][C:12]([N+:15]([O-:17])=[O:16])=[CH:11][CH:10]=2)[CH2:4][CH2:3]1. The catalyst class is: 18. (6) Reactant: [F:1][C:2]1[CH:3]=[C:4]([C:38]2[C:39]([C:44]#[N:45])=[CH:40][CH:41]=[CH:42][CH:43]=2)[CH:5]=[CH:6][C:7]=1[CH2:8][C:9]1[C:10](=[O:37])[N:11]([CH:21]2[CH2:26][CH2:25][CH:24]([O:27][CH:28]([C:30]3([CH:34]([OH:36])[CH3:35])[CH2:33][CH2:32][CH2:31]3)[CH3:29])[CH2:23][CH2:22]2)[C:12]2[N:13]([N:18]=[CH:19][N:20]=2)[C:14]=1[CH2:15][CH2:16][CH3:17].CC(OI1(OC(C)=O)(OC(C)=O)OC(=O)C2C=CC=CC1=2)=O.C(=O)([O-])O.[Na+].S([O-])([O-])(=O)=S.[Na+].[Na+]. Product: [C:34]([C:30]1([CH:28]([O:27][CH:24]2[CH2:25][CH2:26][CH:21]([N:11]3[C:10](=[O:37])[C:9]([CH2:8][C:7]4[CH:6]=[CH:5][C:4]([C:38]5[C:39]([C:44]#[N:45])=[CH:40][CH:41]=[CH:42][CH:43]=5)=[CH:3][C:2]=4[F:1])=[C:14]([CH2:15][CH2:16][CH3:17])[N:13]4[N:18]=[CH:19][N:20]=[C:12]34)[CH2:22][CH2:23]2)[CH3:29])[CH2:33][CH2:32][CH2:31]1)(=[O:36])[CH3:35]. The catalyst class is: 10. (7) The catalyst class is: 62. Product: [CH3:22][O:21][C:5]1[C:6]([C:8]#[C:9][C:10]2[CH:15]=[CH:14][CH:13]=[CH:12][C:11]=2[CH2:16][C:17]([O:19][CH3:20])=[O:18])=[N:7][C:2]([NH:23][C:24]2[CH:29]=[CH:28][C:27]([CH:30]3[CH2:31][CH2:32][N:33]([C:36]([O:38][C:39]([CH3:42])([CH3:41])[CH3:40])=[O:37])[CH2:34][CH2:35]3)=[CH:26][CH:25]=2)=[N:3][CH:4]=1. Reactant: Cl[C:2]1[N:7]=[C:6]([C:8]#[C:9][C:10]2[CH:15]=[CH:14][CH:13]=[CH:12][C:11]=2[CH2:16][C:17]([O:19][CH3:20])=[O:18])[C:5]([O:21][CH3:22])=[CH:4][N:3]=1.[NH2:23][C:24]1[CH:29]=[CH:28][C:27]([CH:30]2[CH2:35][CH2:34][N:33]([C:36]([O:38][C:39]([CH3:42])([CH3:41])[CH3:40])=[O:37])[CH2:32][CH2:31]2)=[CH:26][CH:25]=1.C([O-])([O-])=O.[Cs+].[Cs+].CC1(C)C2C(=C(P(C3C=CC=CC=3)C3C=CC=CC=3)C=CC=2)OC2C(P(C3C=CC=CC=3)C3C=CC=CC=3)=CC=CC1=2. (8) Reactant: C(NC(C)C)(C)C.[Li].Cl[Si](C)(C)C.[CH3:14][C:15]1([CH3:22])[C:20](=[O:21])[CH2:19][CH2:18][O:17][CH2:16]1.C(N(CC)CC)C.[Br:30]N1C(=O)CCC1=O. Product: [Br:30][CH:19]1[CH2:18][O:17][CH2:16][C:15]([CH3:22])([CH3:14])[C:20]1=[O:21]. The catalyst class is: 1. (9) Reactant: [CH2:1]([C@H:8]([NH:39]C(=O)OC(C)(C)C)[C@H:9]([OH:38])[CH2:10][C@@H:11]([NH:25][C:26](=[O:37])[C@@H:27]([NH:32][C:33]([O:35][CH3:36])=[O:34])[C:28]([CH3:31])([CH3:30])[CH3:29])[CH2:12][C:13]1[CH:18]=[CH:17][C:16]([C:19]2[CH:24]=[CH:23][CH:22]=[CH:21][N:20]=2)=[CH:15][CH:14]=1)[C:2]1[CH:7]=[CH:6][CH:5]=[CH:4][CH:3]=1.FC(F)(F)C(O)=O. Product: [NH2:39][C@@H:8]([CH2:1][C:2]1[CH:3]=[CH:4][CH:5]=[CH:6][CH:7]=1)[C@H:9]([OH:38])[CH2:10][C@@H:11]([NH:25][C:26]([C@@H:27]([NH:32][C:33](=[O:34])[O:35][CH3:36])[C:28]([CH3:31])([CH3:30])[CH3:29])=[O:37])[CH2:12][C:13]1[CH:18]=[CH:17][C:16]([C:19]2[CH:24]=[CH:23][CH:22]=[CH:21][N:20]=2)=[CH:15][CH:14]=1. The catalyst class is: 4.